From a dataset of Peptide-MHC class I binding affinity with 185,985 pairs from IEDB/IMGT. Regression. Given a peptide amino acid sequence and an MHC pseudo amino acid sequence, predict their binding affinity value. This is MHC class I binding data. (1) The peptide sequence is YPDPVIKV. The MHC is HLA-A01:01 with pseudo-sequence HLA-A01:01. The binding affinity (normalized) is 0.0847. (2) The peptide sequence is SADPLASLL. The MHC is HLA-B07:02 with pseudo-sequence HLA-B07:02. The binding affinity (normalized) is 0.0847. (3) The peptide sequence is DEFIQRYKL. The MHC is HLA-B44:02 with pseudo-sequence HLA-B44:02. The binding affinity (normalized) is 0.106.